Dataset: Reaction yield outcomes from USPTO patents with 853,638 reactions. Task: Predict the reaction yield, written as a fraction of the theoretical maximum amount of product (1.0 means a 100% yield; for example, 0.34 means a 34% yield). (1) The reactants are [Cl:1][C:2]1[CH:3]=[C:4]([C:8]2[C:13]([O:14][CH3:15])=[CH:12][CH:11]=[C:10]([C:16]([C:18]3[CH:23]=[CH:22][C:21]([NH:24]C(=O)C)=[CH:20][CH:19]=3)=[O:17])[C:9]=2[F:28])[CH:5]=[CH:6][CH:7]=1.Cl. The catalyst is C(O)C. The product is [ClH:1].[NH2:24][C:21]1[CH:22]=[CH:23][C:18]([C:16]([C:10]2[C:9]([F:28])=[C:8]([C:4]3[CH:5]=[CH:6][CH:7]=[C:2]([Cl:1])[CH:3]=3)[C:13]([O:14][CH3:15])=[CH:12][CH:11]=2)=[O:17])=[CH:19][CH:20]=1. The yield is 0.480. (2) The reactants are Cl[C:2]1[N:7]=[C:6]([NH:8][C:9]([C:11]2([C:14]3[CH:24]=[CH:23][C:17]4[O:18][C:19]([F:22])([F:21])[O:20][C:16]=4[CH:15]=3)[CH2:13][CH2:12]2)=[O:10])[CH:5]=[CH:4][C:3]=1[CH3:25].[CH3:26][O:27][C:28]1[N:37]=[CH:36][C:35](B2OC(C)(C)C(C)(C)O2)=[CH:34][C:29]=1[C:30]([O:32][CH3:33])=[O:31].C(=O)([O-])[O-].[Na+].[Na+]. The catalyst is COCCOC.C(OCC)(=O)C.C1C=CC([P]([Pd]([P](C2C=CC=CC=2)(C2C=CC=CC=2)C2C=CC=CC=2)([P](C2C=CC=CC=2)(C2C=CC=CC=2)C2C=CC=CC=2)[P](C2C=CC=CC=2)(C2C=CC=CC=2)C2C=CC=CC=2)(C2C=CC=CC=2)C2C=CC=CC=2)=CC=1. The product is [F:21][C:19]1([F:22])[O:18][C:17]2[CH:23]=[CH:24][C:14]([C:11]3([C:9]([NH:8][C:6]4[N:7]=[C:2]([C:35]5[CH:36]=[N:37][C:28]([O:27][CH3:26])=[C:29]([C:30]([O:32][CH3:33])=[O:31])[CH:34]=5)[C:3]([CH3:25])=[CH:4][CH:5]=4)=[O:10])[CH2:13][CH2:12]3)=[CH:15][C:16]=2[O:20]1. The yield is 0.810. (3) The reactants are C[O:2][C:3](=[O:21])[CH:4]([N:9]1[C:17]2[C:12](=[C:13]([Cl:18])[CH:14]=[CH:15][CH:16]=2)[C:11](=[O:19])[C:10]1=[O:20])[CH2:5][CH:6]([CH3:8])[CH3:7].O.[OH-].[Li+]. The catalyst is O1CCCC1.O. The product is [Cl:18][C:13]1[CH:14]=[CH:15][CH:16]=[C:17]2[C:12]=1[C:11](=[O:19])[C:10](=[O:20])[N:9]2[CH:4]([CH2:5][CH:6]([CH3:7])[CH3:8])[C:3]([OH:21])=[O:2]. The yield is 0.960.